Predict the product of the given reaction. From a dataset of Forward reaction prediction with 1.9M reactions from USPTO patents (1976-2016). (1) Given the reactants [CH:1]1([CH:4]([CH:6]2[CH2:8][CH2:7]2)[OH:5])[CH2:3][CH2:2]1.S(C1C=CC([N+]([O-])=O)=CC=1)(O[CH2:13][C@@H:14]1[O:16][CH2:15]1)(=O)=O.[H-].[Na+].CS(C)=O, predict the reaction product. The product is: [CH:1]1([CH:4]([CH:6]2[CH2:8][CH2:7]2)[O:5][CH2:13][C@H:14]2[CH2:15][O:16]2)[CH2:3][CH2:2]1. (2) Given the reactants [NH2:1][C:2]1[CH:7]=[CH:6][CH:5]=[CH:4][C:3]=1[OH:8].[Cl:9][C:10]1[CH:11]=[C:12]([C:16]2[O:20][C:19]([CH:21]=O)=[CH:18][CH:17]=2)[CH:13]=[CH:14][CH:15]=1, predict the reaction product. The product is: [Cl:9][C:10]1[CH:11]=[C:12]([C:16]2[O:20][C:19]([CH:21]=[N:1][C:2]3[CH:7]=[CH:6][CH:5]=[CH:4][C:3]=3[OH:8])=[CH:18][CH:17]=2)[CH:13]=[CH:14][CH:15]=1. (3) Given the reactants [NH2:1][C:2]1[CH:7]=[CH:6][C:5]([C:8]2[S:12][C:11]([CH:13]3[CH2:18][CH2:17][CH:16]([C:19]([O:21][CH3:22])=[O:20])[CH2:15][CH2:14]3)=[N:10][CH:9]=2)=[CH:4][CH:3]=1.[C:23]1([C:29]2[O:33][C:32]([C:34](Cl)=[O:35])=[N:31][CH:30]=2)[CH:28]=[CH:27][CH:26]=[CH:25][CH:24]=1, predict the reaction product. The product is: [C:23]1([C:29]2[O:33][C:32]([C:34]([NH:1][C:2]3[CH:3]=[CH:4][C:5]([C:8]4[S:12][C:11]([CH:13]5[CH2:14][CH2:15][CH:16]([C:19]([O:21][CH3:22])=[O:20])[CH2:17][CH2:18]5)=[N:10][CH:9]=4)=[CH:6][CH:7]=3)=[O:35])=[N:31][CH:30]=2)[CH:24]=[CH:25][CH:26]=[CH:27][CH:28]=1. (4) Given the reactants [CH2:1]([OH:7])[CH2:2][CH2:3][CH2:4][CH2:5][OH:6].[OH-].[Na+].[CH2:10]([C:12]1([CH2:16]OS(C)(=O)=O)[CH2:15][O:14][CH2:13]1)[CH3:11], predict the reaction product. The product is: [CH2:10]([C:12]1([CH2:16][O:6][CH2:5][CH2:4][CH2:3][CH2:2][CH2:1][OH:7])[CH2:15][O:14][CH2:13]1)[CH3:11]. (5) Given the reactants [H-].[H-].[H-].[H-].[Li+].[Al+3].O1[CH2:11][CH2:10][CH2:9][CH2:8]1.[C:12]12(C3C(=C)C=CC=3)[CH2:21][CH:16]3[CH2:17][CH:18]([CH2:20][CH:14]([CH2:15]3)[CH2:13]1)[CH2:19]2.Cl.[CH2:29](OCC)C, predict the reaction product. The product is: [CH:14]12[CH2:15][CH:16]3[CH2:17][CH:18]([CH2:19][CH:12]([CH2:21]3)[CH:13]1[C:8]1[CH2:29][CH:11]=[CH:10][CH:9]=1)[CH2:20]2. (6) Given the reactants C(NC(C)C)(C)C.C([Li])CCC.[Cl:13][C:14]1[CH:19]=[CH:18][C:17]([Cl:20])=[CH:16][N:15]=1.Cl[Sn:22]([CH3:25])([CH3:24])[CH3:23].[Cl-].[NH4+], predict the reaction product. The product is: [Cl:13][C:14]1[CH:19]=[C:18]([Sn:22]([CH3:25])([CH3:24])[CH3:23])[C:17]([Cl:20])=[CH:16][N:15]=1. (7) Given the reactants [CH3:1][O:2][C:3]1[CH:10]=[CH:9][C:6]([CH:7]=O)=[CH:5][CH:4]=1.[CH3:11][N:12]([CH2:14][C:15]1[CH:32]=[CH:31][C:18](/[CH:19]=[N:20]/[C:21]2[CH:29]=[CH:28]C=C3[C:22]=2[CH2:23][O:24]C3=O)=[CH:17][CH:16]=1)[CH3:13].C[O-].[Na+].O.[C:37]([O:41][CH2:42][CH3:43])(=[O:40])[CH2:38][CH3:39], predict the reaction product. The product is: [CH3:11][N:12]([CH2:14][C:15]1[CH:32]=[CH:31][C:18]([CH:19]2[CH:7]([C:6]3[CH:9]=[CH:10][C:3]([O:2][CH3:1])=[CH:4][CH:5]=3)[C:23](=[O:24])[C:22]3[C:38]([C:37]([O:41][CH2:42][CH3:43])=[O:40])=[CH:39][CH:28]=[CH:29][C:21]=3[NH:20]2)=[CH:17][CH:16]=1)[CH3:13]. (8) Given the reactants [C:1]([C:4]1(C(OC)=O)[CH2:9][CH2:8][O:7][CH2:6][CH2:5]1)(=[O:3])[CH3:2].OO.[OH-].[Na+].S([O-])([O-])(=O)=O.[Na+].[Na+], predict the reaction product. The product is: [C:1]([CH:4]1[CH2:9][CH2:8][O:7][CH2:6][CH2:5]1)(=[O:3])[CH3:2]. (9) Given the reactants [CH:1]1[C:10]2[C:9]([NH2:11])=[N:8][C:7]3[CH:12]=[CH:13][CH:14]=[CH:15][C:6]=3[NH:5][C:4]=2[S:3][CH:2]=1.[CH3:16][O:17][CH2:18][CH2:19][C@H:20]1[CH2:25]N[CH2:23][CH2:22][NH:21]1.CS(C)=O.C1(C)C=CC=CC=1, predict the reaction product. The product is: [CH3:16][O:17][CH2:18][CH2:19][C@@H:20]1[NH:21][CH2:22][CH2:23][N:11]([C:9]2[C:10]3[CH:1]=[CH:2][S:3][C:4]=3[NH:5][C:6]3[CH:15]=[CH:14][CH:13]=[CH:12][C:7]=3[N:8]=2)[CH2:25]1. (10) Given the reactants [Cl:1][C:2]1[C:7]([C:8]([O:10]CC)=O)=[C:6](Cl)[CH:5]=[C:4]([CH3:14])[N:3]=1.C(=O)([O-])[O-].[K+].[K+].[C:21]([O:25][CH2:26][CH3:27])(=[O:24])[CH2:22][SH:23], predict the reaction product. The product is: [Cl:1][C:2]1[C:7]2[C:8]([OH:10])=[C:22]([C:21]([O:25][CH2:26][CH3:27])=[O:24])[S:23][C:6]=2[CH:5]=[C:4]([CH3:14])[N:3]=1.